This data is from Catalyst prediction with 721,799 reactions and 888 catalyst types from USPTO. The task is: Predict which catalyst facilitates the given reaction. (1) Reactant: C([O:8][C:9]1[CH:14]=[C:13]([CH2:15][C@@H:16]2[CH2:20][CH2:19][C:18](=[O:21])[NH:17]2)[CH:12]=[CH:11][C:10]=1[N:22]1[S:26](=[O:28])(=[O:27])[NH:25][C:24](=[O:29])[CH2:23]1)C1C=CC=CC=1. Product: [OH:8][C:9]1[CH:14]=[C:13]([CH2:15][C@@H:16]2[CH2:20][CH2:19][C:18](=[O:21])[NH:17]2)[CH:12]=[CH:11][C:10]=1[N:22]1[S:26](=[O:28])(=[O:27])[NH:25][C:24](=[O:29])[CH2:23]1. The catalyst class is: 748. (2) Reactant: [CH:1]1([NH2:4])[CH2:3][CH2:2]1.[OH:5][C:6]1[CH:11]=[C:10]([OH:12])[N:9]=[C:8](SC)[N:7]=1. Product: [CH:1]1([NH:4][C:8]2[N:9]=[C:10]([OH:12])[CH:11]=[C:6]([OH:5])[N:7]=2)[CH2:3][CH2:2]1. The catalyst class is: 5.